Dataset: Buchwald-Hartwig C-N cross coupling reaction yields with 55,370 reactions. Task: Predict the reaction yield, written as a fraction of the theoretical maximum amount of product (1.0 means a 100% yield; for example, 0.34 means a 34% yield). (1) The reactants are CCc1ccc(I)cc1.Cc1ccc(N)cc1.O=S(=O)(O[Pd]1c2ccccc2-c2ccccc2N~1)C(F)(F)F.CC(C)c1cc(C(C)C)c(-c2ccccc2P(C2CCCCC2)C2CCCCC2)c(C(C)C)c1.CCN=P(N=P(N(C)C)(N(C)C)N(C)C)(N(C)C)N(C)C.c1ccc(CN(Cc2ccccc2)c2ccno2)cc1. No catalyst specified. The product is CCc1ccc(Nc2ccc(C)cc2)cc1. The yield is 0.133. (2) The reactants are CCc1ccc(Cl)cc1.Cc1ccc(N)cc1.O=S(=O)(O[Pd]1c2ccccc2-c2ccccc2N~1)C(F)(F)F.COc1ccc(OC)c(P(C(C)(C)C)C(C)(C)C)c1-c1c(C(C)C)cc(C(C)C)cc1C(C)C.CN(C)C(=NC(C)(C)C)N(C)C.c1ccc(CN(Cc2ccccc2)c2ccon2)cc1. No catalyst specified. The product is CCc1ccc(Nc2ccc(C)cc2)cc1. The yield is 0.0775. (3) The reactants are CCc1ccc(I)cc1.Cc1ccc(N)cc1.O=S(=O)(O[Pd]1c2ccccc2-c2ccccc2N~1)C(F)(F)F.CC(C)c1cc(C(C)C)c(-c2ccccc2P(C(C)(C)C)C(C)(C)C)c(C(C)C)c1.CCN=P(N=P(N(C)C)(N(C)C)N(C)C)(N(C)C)N(C)C.COC(=O)c1cc(-c2cccs2)on1. No catalyst specified. The product is CCc1ccc(Nc2ccc(C)cc2)cc1. The yield is 0.642. (4) The reactants are FC(F)(F)c1ccc(Br)cc1.Cc1ccc(N)cc1.O=S(=O)(O[Pd]1c2ccccc2-c2ccccc2N~1)C(F)(F)F.CC(C)c1cc(C(C)C)c(-c2ccccc2P(C2CCCCC2)C2CCCCC2)c(C(C)C)c1.CCN=P(N=P(N(C)C)(N(C)C)N(C)C)(N(C)C)N(C)C.Cc1cc(-c2ccccc2)on1. No catalyst specified. The product is Cc1ccc(Nc2ccc(C(F)(F)F)cc2)cc1. The yield is 0.163. (5) The reactants are CCc1ccc(Br)cc1.Cc1ccc(N)cc1.O=S(=O)(O[Pd]1c2ccccc2-c2ccccc2N~1)C(F)(F)F.CC(C)c1cc(C(C)C)c(-c2ccccc2P(C(C)(C)C)C(C)(C)C)c(C(C)C)c1.CN1CCCN2CCCN=C12.CCOC(=O)c1ccon1. No catalyst specified. The product is CCc1ccc(Nc2ccc(C)cc2)cc1. The yield is 0.733.